Task: Regression. Given two drug SMILES strings and cell line genomic features, predict the synergy score measuring deviation from expected non-interaction effect.. Dataset: NCI-60 drug combinations with 297,098 pairs across 59 cell lines Drug 1: CC1=C2C(C(=O)C3(C(CC4C(C3C(C(C2(C)C)(CC1OC(=O)C(C(C5=CC=CC=C5)NC(=O)OC(C)(C)C)O)O)OC(=O)C6=CC=CC=C6)(CO4)OC(=O)C)O)C)O. Drug 2: CC1=C(C(=O)C2=C(C1=O)N3CC4C(C3(C2COC(=O)N)OC)N4)N. Cell line: SF-295. Synergy scores: CSS=34.0, Synergy_ZIP=3.45, Synergy_Bliss=5.30, Synergy_Loewe=-6.20, Synergy_HSA=2.85.